From a dataset of Reaction yield outcomes from USPTO patents with 853,638 reactions. Predict the reaction yield, written as a fraction of the theoretical maximum amount of product (1.0 means a 100% yield; for example, 0.34 means a 34% yield). The reactants are [CH3:1][C:2](/[CH:4]=[N:5]/O)=O.[CH3:7][C:8]1([CH3:16])[CH2:13][C:12](=O)[CH2:11][C:10](=[O:15])[CH2:9]1. The catalyst is OC(C)=O.O.[Zn]. The product is [CH3:1][C:2]1[C:11]2[C:10](=[O:15])[CH2:9][C:8]([CH3:7])([CH3:16])[CH2:13][C:12]=2[NH:5][CH:4]=1. The yield is 0.450.